This data is from Reaction yield outcomes from USPTO patents with 853,638 reactions. The task is: Predict the reaction yield, written as a fraction of the theoretical maximum amount of product (1.0 means a 100% yield; for example, 0.34 means a 34% yield). (1) The reactants are [N:1]12[CH2:8][CH2:7][C:4]([C:9]([C:17]3[CH:22]=[CH:21][CH:20]=[CH:19][CH:18]=3)([C:11]3[CH:16]=[CH:15][CH:14]=[CH:13][CH:12]=3)[OH:10])([CH2:5][CH2:6]1)[CH2:3][CH2:2]2.[Br:23][CH2:24][CH:25]=[CH2:26]. The catalyst is CC#N. The product is [Br-:23].[OH:10][C:9]([C:17]1[CH:22]=[CH:21][CH:20]=[CH:19][CH:18]=1)([C:11]1[CH:12]=[CH:13][CH:14]=[CH:15][CH:16]=1)[C:4]12[CH2:5][CH2:6][N+:1]([CH2:26][CH:25]=[CH2:24])([CH2:2][CH2:3]1)[CH2:8][CH2:7]2. The yield is 0.798. (2) The reactants are Br[C:2]1[CH:3]=[C:4]2[C:9](=[C:10]([N+:12]([O-:14])=[O:13])[CH:11]=1)[NH:8][C:7](=[O:15])[CH2:6][CH2:5]2.[F:16][C:17]([F:28])([F:27])[C:18]1[CH:23]=[CH:22][C:21](B(O)O)=[CH:20][CH:19]=1.[F-].[Cs+]. The catalyst is COCCOC.O.C1C=CC([P]([Pd]([P](C2C=CC=CC=2)(C2C=CC=CC=2)C2C=CC=CC=2)([P](C2C=CC=CC=2)(C2C=CC=CC=2)C2C=CC=CC=2)[P](C2C=CC=CC=2)(C2C=CC=CC=2)C2C=CC=CC=2)(C2C=CC=CC=2)C2C=CC=CC=2)=CC=1. The product is [N+:12]([C:10]1[CH:11]=[C:2]([C:21]2[CH:22]=[CH:23][C:18]([C:17]([F:28])([F:27])[F:16])=[CH:19][CH:20]=2)[CH:3]=[C:4]2[C:9]=1[NH:8][C:7](=[O:15])[CH2:6][CH2:5]2)([O-:14])=[O:13]. The yield is 0.730. (3) The reactants are [CH2:1]1[C:10]2[C:5](=[CH:6][CH:7]=[CH:8][CH:9]=2)[CH2:4][CH2:3][N:2]1[CH2:11][CH2:12][N:13]=[C:14]1[C:23]2[C:18](=[CH:19][CH:20]=[C:21]([N+:24]([O-:26])=[O:25])[CH:22]=2)[CH2:17][CH2:16][CH2:15]1.C(O)(=O)C.[BH-](OC(C)=O)(OC(C)=O)OC(C)=O.[Na+]. The catalyst is ClC(Cl)C. The product is [CH2:1]1[C:10]2[C:5](=[CH:6][CH:7]=[CH:8][CH:9]=2)[CH2:4][CH2:3][N:2]1[CH2:11][CH2:12][NH:13][CH:14]1[C:23]2[C:18](=[CH:19][CH:20]=[C:21]([N+:24]([O-:26])=[O:25])[CH:22]=2)[CH2:17][CH2:16][CH2:15]1. The yield is 0.530. (4) The yield is 0.240. The product is [S:1]([N:11]1[C:15]2[N:16]=[CH:17][C:18]3[N:19]([C:22]([C:24]45[CH2:29][CH2:28][C:27]([NH2:32])([CH2:30][CH2:31]4)[CH2:26][CH2:25]5)=[N:21][N:20]=3)[C:14]=2[CH:13]=[CH:12]1)([C:4]1[CH:5]=[CH:6][C:7]([CH3:8])=[CH:9][CH:10]=1)(=[O:3])=[O:2]. The reactants are [S:1]([N:11]1[C:15]2=[N:16][CH:17]=[C:18]([NH:20][NH:21][C:22]([C:24]34[CH2:31][CH2:30][C:27]([NH:32]C(=O)OC(C)(C)C)([CH2:28][CH2:29]3)[CH2:26][CH2:25]4)=O)[N:19]=[C:14]2[CH:13]=[CH:12]1)([C:4]1[CH:10]=[CH:9][C:7]([CH3:8])=[CH:6][CH:5]=1)(=[O:3])=[O:2].O=S(Cl)Cl. The catalyst is O1CCOCC1. (5) The catalyst is CN(C=O)C. The reactants are [NH2:1][C:2]1[S:6][C:5]2[CH2:7][CH2:8][CH2:9][CH2:10][C:4]=2[C:3]=1[C:11]([C:13]1[CH:18]=[CH:17][C:16]([CH3:19])=[CH:15][C:14]=1[O:20][CH3:21])=O.[C:22]([O:29][CH3:30])(=[O:28])[CH2:23][CH2:24][C:25]([CH3:27])=O.Cl[Si](C)(C)C. The yield is 0.800. The product is [CH3:27][C:25]1[N:1]=[C:2]2[S:6][C:5]3[CH2:7][CH2:8][CH2:9][CH2:10][C:4]=3[C:3]2=[C:11]([C:13]2[CH:18]=[CH:17][C:16]([CH3:19])=[CH:15][C:14]=2[O:20][CH3:21])[C:24]=1[CH2:23][C:22]([O:29][CH3:30])=[O:28].